Dataset: Reaction yield outcomes from USPTO patents with 853,638 reactions. Task: Predict the reaction yield, written as a fraction of the theoretical maximum amount of product (1.0 means a 100% yield; for example, 0.34 means a 34% yield). (1) The reactants are Br[C:2]1[CH:7]=[CH:6][CH:5]=[C:4]([CH2:8][F:9])[N:3]=1.[CH2:10]([N:14]1[C:22](=[O:23])[C:21]2[C:16](=[CH:17][CH:18]=[CH:19][CH:20]=2)[C:15]1=[O:24])[CH2:11][C:12]#[CH:13]. No catalyst specified. The product is [F:9][CH2:8][C:4]1[N:3]=[C:2]([C:13]#[C:12][CH2:11][CH2:10][N:14]2[C:22](=[O:23])[C:21]3[C:16](=[CH:17][CH:18]=[CH:19][CH:20]=3)[C:15]2=[O:24])[CH:7]=[CH:6][CH:5]=1. The yield is 0.650. (2) The reactants are [NH2:1][CH2:2][CH2:3][CH2:4][OH:5].ClC([O:9][CH2:10][C:11]1[CH:16]=[CH:15][CH:14]=[CH:13][CH:12]=1)=O.O.[C:18](OC(C)C)(=[O:20])C. No catalyst specified. The product is [C:18](=[N:1][CH2:2][CH2:3][CH:4]([O:9][CH2:10][C:11]1[CH:16]=[CH:15][CH:14]=[CH:13][CH:12]=1)[OH:5])=[O:20]. The yield is 0.820. (3) The reactants are [CH2:1]([N:4]([C:16]([CH3:21])([CH3:20])[C:17]([OH:19])=O)[NH:5][C:6](=[O:15])[NH:7][CH2:8][C:9]1[CH:14]=[CH:13][CH:12]=[CH:11][CH:10]=1)[CH:2]=[CH2:3].[NH2:22][C@@H:23]([CH2:46][C:47]1[CH:52]=[CH:51][C:50]([O:53][C:54]([CH3:57])([CH3:56])[CH3:55])=[CH:49][CH:48]=1)[C:24]([N:26]([CH2:38][CH:39]([O:43][CH2:44][CH3:45])[O:40][CH2:41][CH3:42])[CH2:27][C:28]1[C:37]2[C:32](=[CH:33][CH:34]=[CH:35][CH:36]=2)[CH:31]=[CH:30][CH:29]=1)=[O:25]. No catalyst specified. The product is [CH2:1]([N:4]([C:16]([CH3:21])([CH3:20])[C:17]([NH:22][C@@H:23]([CH2:46][C:47]1[CH:52]=[CH:51][C:50]([O:53][C:54]([CH3:56])([CH3:55])[CH3:57])=[CH:49][CH:48]=1)[C:24]([N:26]([CH2:38][CH:39]([O:43][CH2:44][CH3:45])[O:40][CH2:41][CH3:42])[CH2:27][C:28]1[C:37]2[C:32](=[CH:33][CH:34]=[CH:35][CH:36]=2)[CH:31]=[CH:30][CH:29]=1)=[O:25])=[O:19])[NH:5][C:6]([NH:7][CH2:8][C:9]1[CH:10]=[CH:11][CH:12]=[CH:13][CH:14]=1)=[O:15])[CH:2]=[CH2:3]. The yield is 1.28. (4) The reactants are [N+:1]([C:4]1[CH:5]=[CH:6][C:7]([C:10]2[CH:11]=[C:12]([CH:18]=[CH:19][CH:20]=2)[C:13]([O:15][CH2:16][CH3:17])=[O:14])=[N:8][CH:9]=1)([O-])=O. The catalyst is C(O)C.[Pd]. The product is [NH2:1][C:4]1[CH:5]=[CH:6][C:7]([C:10]2[CH:11]=[C:12]([CH:18]=[CH:19][CH:20]=2)[C:13]([O:15][CH2:16][CH3:17])=[O:14])=[N:8][CH:9]=1. The yield is 0.970. (5) The reactants are [N:1]1[C:10]2[C:5](=[CH:6][CH:7]=[CH:8][C:9]=2[CH2:11][C:12]([OH:14])=O)[CH:4]=[CH:3][CH:2]=1.CN(C(ON1N=NC2C=CC=NC1=2)=[N+](C)C)C.F[P-](F)(F)(F)(F)F.[NH2:39][CH2:40][CH:41]([OH:53])[CH2:42][N:43]1[CH2:52][CH2:51][C:50]2[C:45](=[CH:46][CH:47]=[CH:48][CH:49]=2)[CH2:44]1. The catalyst is C(Cl)Cl.O. The product is [CH2:44]1[C:45]2[C:50](=[CH:49][CH:48]=[CH:47][CH:46]=2)[CH2:51][CH2:52][N:43]1[CH2:42][CH:41]([OH:53])[CH2:40][NH:39][C:12](=[O:14])[CH2:11][C:9]1[CH:8]=[CH:7][CH:6]=[C:5]2[C:10]=1[N:1]=[CH:2][CH:3]=[CH:4]2. The yield is 0.130.